From a dataset of CYP3A4 inhibition data for predicting drug metabolism from PubChem BioAssay. Regression/Classification. Given a drug SMILES string, predict its absorption, distribution, metabolism, or excretion properties. Task type varies by dataset: regression for continuous measurements (e.g., permeability, clearance, half-life) or binary classification for categorical outcomes (e.g., BBB penetration, CYP inhibition). Dataset: cyp3a4_veith. The molecule is COc1ccc2[nH]cc(CCNc3cc(-c4ccccc4CN(C)C)ncn3)c2c1. The result is 0 (non-inhibitor).